Dataset: Forward reaction prediction with 1.9M reactions from USPTO patents (1976-2016). Task: Predict the product of the given reaction. (1) Given the reactants [F:1][C:2]1[C:3]([NH:19][C@@H:20]2[CH2:25][CH2:24][CH2:23][N:22]([C:26](=[O:29])[CH:27]=[CH2:28])[CH2:21]2)=[N:4][C:5]([NH:8][C:9]2[CH:18]=[C:17]3[C:12]([CH2:13][CH2:14][NH:15][CH2:16]3)=[CH:11][CH:10]=2)=[N:6][CH:7]=1.[O:30]1[CH2:33][C:32](=O)[CH2:31]1.[BH3-]C#N.[Na+], predict the reaction product. The product is: [F:1][C:2]1[C:3]([NH:19][C@@H:20]2[CH2:25][CH2:24][CH2:23][N:22]([C:26](=[O:29])[CH:27]=[CH2:28])[CH2:21]2)=[N:4][C:5]([NH:8][C:9]2[CH:18]=[C:17]3[C:12]([CH2:13][CH2:14][N:15]([CH:32]4[CH2:33][O:30][CH2:31]4)[CH2:16]3)=[CH:11][CH:10]=2)=[N:6][CH:7]=1. (2) Given the reactants [Cl:1][C:2]1[C:3]([C:12]([O:14]CC#C)=[O:13])=[N:4][CH:5]=[C:6]([O:8][CH2:9][C:10]#[CH:11])[CH:7]=1.O.[OH-].[Li+].C1COCC1.Cl, predict the reaction product. The product is: [Cl:1][C:2]1[C:3]([C:12]([OH:14])=[O:13])=[N:4][CH:5]=[C:6]([O:8][CH2:9][C:10]#[CH:11])[CH:7]=1. (3) Given the reactants [S:1]1[CH:5]=[CH:4][CH:3]=[CH:2]1.C([Li])CCC.[Cl:11][C:12]1[N:17]=[CH:16][C:15]([Br:18])=[CH:14][N:13]=1.C(C1C(=O)C(Cl)=C(Cl)C(=O)C=1C#N)#N.O=C1O[C@H]([C@H](CO)O)C([O-])=C1O.[Na+].C(=O)([O-])[O-].[K+].[K+], predict the reaction product. The product is: [Br:18][C:15]1[C:14]([C:2]2[S:1][CH:5]=[CH:4][CH:3]=2)=[N:13][C:12]([Cl:11])=[N:17][CH:16]=1. (4) Given the reactants [H-].[Na+].[CH2:3]([OH:6])[CH2:4][OH:5].F[C:8]1[CH:13]=[C:12]([C:14]2[C:15]([C:26]3[O:27][CH:28]=[CH:29][CH:30]=3)=[N:16][C:17]([NH2:25])=[N:18][C:19]=2[C:20]2[O:21][CH:22]=[CH:23][CH:24]=2)[CH:11]=[CH:10][N:9]=1, predict the reaction product. The product is: [NH2:25][C:17]1[N:16]=[C:15]([C:26]2[O:27][CH:28]=[CH:29][CH:30]=2)[C:14]([C:12]2[CH:11]=[CH:10][N:9]=[C:8]([O:5][CH2:4][CH2:3][OH:6])[CH:13]=2)=[C:19]([C:20]2[O:21][CH:22]=[CH:23][CH:24]=2)[N:18]=1. (5) Given the reactants [CH2:1]([S:4][CH2:5][C:6]1[C:15]2[C:10](=[CH:11][CH:12]=[C:13]([C:16]3[CH:21]=[C:20](F)C=C[C:17]=3OC)[CH:14]=2)[NH:9][C:8]([CH3:26])([CH3:25])[CH:7]=1)[CH:2]=[CH2:3].CC1(C)C=C(C)C2C(=CC=C(O[S:40](C(F)(F)F)(=O)=O)C=2)N1.FC1C=CC(OC)=C(B(O)O)C=1.C(S)C=C, predict the reaction product. The product is: [CH2:1]([S:4][CH2:5][C:6]1[C:15]2[C:10](=[CH:11][CH:12]=[C:13]([C:16]3[CH:21]=[CH:20][S:40][CH:17]=3)[CH:14]=2)[NH:9][C:8]([CH3:26])([CH3:25])[CH:7]=1)[CH:2]=[CH2:3]. (6) Given the reactants [CH2:1]([O:3][C:4](=[O:28])[CH2:5][C:6]1[CH:7]=[C:8]([C:14]2[CH:19]=[C:18]([C:20]([F:23])([F:22])[F:21])[CH:17]=[CH:16][C:15]=2[CH2:24][NH:25][CH2:26][CH3:27])[C:9]([O:12][CH3:13])=[CH:10][CH:11]=1)[CH3:2].[CH2:29]([N:36]=[C:37]=[O:38])[C:30]1[CH:35]=[CH:34][CH:33]=[CH:32][CH:31]=1, predict the reaction product. The product is: [CH2:1]([O:3][C:4](=[O:28])[CH2:5][C:6]1[CH:7]=[C:8]([C:14]2[CH:19]=[C:18]([C:20]([F:23])([F:21])[F:22])[CH:17]=[CH:16][C:15]=2[CH2:24][N:25]([CH2:26][CH3:27])[C:37]([NH:36][CH2:29][C:30]2[CH:35]=[CH:34][CH:33]=[CH:32][CH:31]=2)=[O:38])[C:9]([O:12][CH3:13])=[CH:10][CH:11]=1)[CH3:2]. (7) Given the reactants [F:1][C:2]1[C:3]([NH:28][C:29](=[O:34])C(C)(C)C)=[C:4]([CH:8](O)[CH:9]([CH:14]2[CH2:19][CH2:18][N:17](C(OC(C)(C)C)=O)[CH2:16][CH2:15]2)C(OC)=O)[CH:5]=[CH:6][CH:7]=1.O.[ClH:36], predict the reaction product. The product is: [ClH:36].[F:1][C:2]1[CH:7]=[CH:6][CH:5]=[C:4]2[C:3]=1[NH:28][C:29](=[O:34])[C:9]([CH:14]1[CH2:15][CH2:16][NH:17][CH2:18][CH2:19]1)=[CH:8]2. (8) Given the reactants [NH2:1][CH2:2][C@@H:3]1[C@H:7]([OH:8])[CH2:6][N:5]([CH2:9][CH2:10][C:11]2[C:20]3[N:19]([CH3:21])[C:18](=[O:22])[CH:17]=[CH:16][C:15]=3[N:14]=[CH:13][C:12]=2[C:23]#[N:24])[CH2:4]1.[O:25]=[C:26]1[CH2:31][S:30][C:29]2[CH:32]=[CH:33][C:34]([CH:36]=O)=[N:35][C:28]=2[NH:27]1.C([O-])(=O)C.[Na+].C([BH3-])#N.[Na+].C(Cl)(Cl)[Cl:48], predict the reaction product. The product is: [ClH:48].[ClH:48].[OH:8][C@H:7]1[C@@H:3]([CH2:2][NH:1][CH2:36][C:34]2[CH:33]=[CH:32][C:29]3[S:30][CH2:31][C:26](=[O:25])[NH:27][C:28]=3[N:35]=2)[CH2:4][N:5]([CH2:9][CH2:10][C:11]2[C:20]3[N:19]([CH3:21])[C:18](=[O:22])[CH:17]=[CH:16][C:15]=3[N:14]=[CH:13][C:12]=2[C:23]#[N:24])[CH2:6]1. (9) Given the reactants [NH2:1][C:2]1[CH:3]=[C:4]2[C:8](=[CH:9][CH:10]=1)[C:7](=[O:11])[N:6]([CH2:12][CH2:13][CH2:14][CH3:15])[CH2:5]2.[CH2:16]([NH:23][C:24]1[C:29]([CH:30]=O)=[CH:28][N:27]=[CH:26][CH:25]=1)[C:17]1[CH:22]=[CH:21][CH:20]=[CH:19][CH:18]=1.C(O[BH-](OC(=O)C)OC(=O)C)(=O)C.[Na+].C(O[BH-](OC(=O)C)OC(=O)C)(=O)C.C([O-])(O)=O.[Na+], predict the reaction product. The product is: [CH2:16]([NH:23][C:24]1[CH:25]=[CH:26][N:27]=[CH:28][C:29]=1[CH2:30][NH:1][C:2]1[CH:3]=[C:4]2[C:8](=[CH:9][CH:10]=1)[C:7](=[O:11])[N:6]([CH2:12][CH2:13][CH2:14][CH3:15])[CH2:5]2)[C:17]1[CH:18]=[CH:19][CH:20]=[CH:21][CH:22]=1.